Dataset: Forward reaction prediction with 1.9M reactions from USPTO patents (1976-2016). Task: Predict the product of the given reaction. (1) Given the reactants [C:1]([O:5][C:6]([N:8]1[CH2:13][CH2:12][N:11]([C:14]2[CH:19]=[C:18]([O:20][CH2:21][C:22]3[CH:27]=[CH:26][CH:25]=[CH:24][CH:23]=3)[CH:17]=[CH:16][C:15]=2[N+:28]([O-])=O)[CH2:10][CH2:9]1)=[O:7])([CH3:4])([CH3:3])[CH3:2].[BH4-].[Na+], predict the reaction product. The product is: [C:1]([O:5][C:6]([N:8]1[CH2:13][CH2:12][N:11]([C:14]2[CH:19]=[C:18]([O:20][CH2:21][C:22]3[CH:23]=[CH:24][CH:25]=[CH:26][CH:27]=3)[CH:17]=[CH:16][C:15]=2[NH2:28])[CH2:10][CH2:9]1)=[O:7])([CH3:4])([CH3:2])[CH3:3]. (2) Given the reactants [Cl:1][C:2]1[N:3]=[C:4]([O:20][CH:21]2[CH2:25][CH2:24][CH2:23][CH2:22]2)[C:5]2[C:10](I)=[CH:9][N:8]([CH2:12][O:13][CH2:14][CH2:15][Si:16]([CH3:19])([CH3:18])[CH3:17])[C:6]=2[N:7]=1.[CH3:26][NH:27][C:28]([C:30]1[CH:35]=[CH:34][C:33](B(O)O)=[CH:32][CH:31]=1)=[O:29].C(=O)([O-])[O-].[Na+].[Na+].ClCCl, predict the reaction product. The product is: [Cl:1][C:2]1[N:3]=[C:4]([O:20][CH:21]2[CH2:25][CH2:24][CH2:23][CH2:22]2)[C:5]2[C:10]([C:33]3[CH:34]=[CH:35][C:30]([C:28]([NH:27][CH3:26])=[O:29])=[CH:31][CH:32]=3)=[CH:9][N:8]([CH2:12][O:13][CH2:14][CH2:15][Si:16]([CH3:19])([CH3:18])[CH3:17])[C:6]=2[N:7]=1. (3) Given the reactants S(C1C=CC(C)=CC=1)(O[CH2:5][C@@H:6]1[O:8][CH2:7]1)(=O)=O.[C:16]([NH2:27])(=[O:26])[C:17]1[C:18](=[CH:22][CH:23]=[CH:24][CH:25]=1)[C:19](N)=[O:20], predict the reaction product. The product is: [O:8]1[CH2:7][C@@H:6]1[CH2:5][N:27]1[C:16](=[O:26])[C:17]2[C:18](=[CH:22][CH:23]=[CH:24][CH:25]=2)[C:19]1=[O:20]. (4) Given the reactants [CH:1]1([C:4]2[N:8]([CH:9]3[CH2:12][CH:11]([CH2:13][CH:14]([CH3:16])[CH3:15])[CH2:10]3)[N:7]=[N:6][C:5]=2[CH:17]([CH2:26][C:27](=[O:37])[NH:28][C:29]2[CH:34]=[CH:33][C:32]([CH3:35])=[CH:31][C:30]=2[CH3:36])[CH2:18][C:19]([O:21]C(C)(C)C)=[O:20])[CH2:3][CH2:2]1.FC(F)(F)C(O)=O, predict the reaction product. The product is: [CH:1]1([C:4]2[N:8]([CH:9]3[CH2:10][CH:11]([CH2:13][CH:14]([CH3:15])[CH3:16])[CH2:12]3)[N:7]=[N:6][C:5]=2[CH:17]([CH2:26][C:27](=[O:37])[NH:28][C:29]2[CH:34]=[CH:33][C:32]([CH3:35])=[CH:31][C:30]=2[CH3:36])[CH2:18][C:19]([OH:21])=[O:20])[CH2:2][CH2:3]1. (5) Given the reactants [F-].C([N+](CCCC)(CCCC)CCCC)CCC.[Cl:19][C:20]1[CH:21]=[CH:22][C:23]2[N:24]([N:30]=[C:31]([C:44]3[CH:48]=[CH:47][O:46][CH:45]=3)[C:32]=2[CH2:33][C:34]2[N:39]=[C:38]([C:40]([O:42][CH3:43])=[O:41])[CH:37]=[CH:36][CH:35]=2)[C:25]=1[Si](C)(C)C.[Cl-].[NH4+], predict the reaction product. The product is: [Cl:19][C:20]1[CH:21]=[CH:22][C:23]2[N:24]([N:30]=[C:31]([C:44]3[CH:48]=[CH:47][O:46][CH:45]=3)[C:32]=2[CH2:33][C:34]2[N:39]=[C:38]([C:40]([O:42][CH3:43])=[O:41])[CH:37]=[CH:36][CH:35]=2)[CH:25]=1. (6) Given the reactants [OH:1][CH2:2][C@@H:3]([NH:10][C:11](=[O:17])[O:12][C:13]([CH3:16])([CH3:15])[CH3:14])[C:4]1[CH:9]=[CH:8][CH:7]=[CH:6][CH:5]=1.C(N(CC)CC)C.[S:25](Cl)([CH3:28])(=[O:27])=[O:26].[O-]S([O-])(=O)=O.[Na+].[Na+], predict the reaction product. The product is: [CH3:28][S:25]([O:1][CH2:2][C@@H:3]([NH:10][C:11]([O:12][C:13]([CH3:14])([CH3:16])[CH3:15])=[O:17])[C:4]1[CH:9]=[CH:8][CH:7]=[CH:6][CH:5]=1)(=[O:27])=[O:26]. (7) The product is: [F:17][C:13]1[CH:12]=[C:11]2[C:16](=[CH:15][CH:14]=1)[NH:8][C:9]([C:18]1[N:23]=[C:22]([NH:24][C:25]3[CH:33]=[CH:32][C:28]([C:29]([N:41]4[CH2:40][CH2:39][NH:38][C@@H:37]([CH3:36])[CH2:42]4)=[O:30])=[CH:27][C:26]=3[O:34][CH3:35])[CH:21]=[N:20][CH:19]=1)=[CH:10]2. Given the reactants C(OC([N:8]1[C:16]2[C:11](=[CH:12][C:13]([F:17])=[CH:14][CH:15]=2)[CH:10]=[C:9]1[C:18]1[N:23]=[C:22]([NH:24][C:25]2[CH:33]=[CH:32][C:28]([C:29](O)=[O:30])=[CH:27][C:26]=2[O:34][CH3:35])[CH:21]=[N:20][CH:19]=1)=O)(C)(C)C.[CH3:36][C@H:37]1[CH2:42][NH:41][CH2:40][CH2:39][NH:38]1.CN(C(ON1N=NC2C=CC=CC1=2)=[N+](C)C)C.[B-](F)(F)(F)F, predict the reaction product. (8) Given the reactants C1COC23OCCOC2([C@]2(CC[C@H]4[C@@H](CC(=C)C5[C@]4(C)CCCC5)[C@@H]2C3)C)O1.[C:29]([C@@H:31]1[CH:48]2[C@:43]([CH3:50])([CH2:44][CH2:45][C:46](=[O:49])[CH2:47]2)[C@@H:42]2[C@H:33]([C@H:34]3[C@@:38]([CH2:40][CH2:41]2)([CH3:39])[C:37](=[O:51])[CH2:36][CH2:35]3)[CH2:32]1)#N, predict the reaction product. The product is: [CH2:29]=[C:31]1[CH:48]2[C@:43]([CH3:50])([CH2:44][CH2:45][C:46](=[O:49])[CH2:47]2)[C@@H:42]2[C@H:33]([C@H:34]3[C@@:38]([CH2:40][CH2:41]2)([CH3:39])[C:37](=[O:51])[CH2:36][CH2:35]3)[CH2:32]1.